This data is from NCI-60 drug combinations with 297,098 pairs across 59 cell lines. The task is: Regression. Given two drug SMILES strings and cell line genomic features, predict the synergy score measuring deviation from expected non-interaction effect. Drug 1: C1=CC(=CC=C1CCC2=CNC3=C2C(=O)NC(=N3)N)C(=O)NC(CCC(=O)O)C(=O)O. Drug 2: CCC1(CC2CC(C3=C(CCN(C2)C1)C4=CC=CC=C4N3)(C5=C(C=C6C(=C5)C78CCN9C7C(C=CC9)(C(C(C8N6C)(C(=O)OC)O)OC(=O)C)CC)OC)C(=O)OC)O.OS(=O)(=O)O. Cell line: OVCAR-8. Synergy scores: CSS=39.4, Synergy_ZIP=4.53, Synergy_Bliss=2.65, Synergy_Loewe=6.82, Synergy_HSA=7.39.